This data is from Full USPTO retrosynthesis dataset with 1.9M reactions from patents (1976-2016). The task is: Predict the reactants needed to synthesize the given product. (1) Given the product [Cl:34][C:35]1[CH:42]=[CH:41][CH:40]=[CH:39][C:36]=1[CH2:37][NH:38][C:2]1[CH:3]=[C:4]([C:8]2[C:16]3[C:11](=[N:12][C:13]([NH:17][CH2:18][CH2:19][N:20]4[CH2:25][CH2:24][O:23][CH2:22][CH2:21]4)=[N:14][CH:15]=3)[N:10]([CH2:26][O:27][CH2:28][CH2:29][Si:30]([CH3:33])([CH3:32])[CH3:31])[N:9]=2)[CH:5]=[CH:6][CH:7]=1, predict the reactants needed to synthesize it. The reactants are: Br[C:2]1[CH:3]=[C:4]([C:8]2[C:16]3[C:11](=[N:12][C:13]([NH:17][CH2:18][CH2:19][N:20]4[CH2:25][CH2:24][O:23][CH2:22][CH2:21]4)=[N:14][CH:15]=3)[N:10]([CH2:26][O:27][CH2:28][CH2:29][Si:30]([CH3:33])([CH3:32])[CH3:31])[N:9]=2)[CH:5]=[CH:6][CH:7]=1.[Cl:34][C:35]1[CH:42]=[CH:41][CH:40]=[CH:39][C:36]=1[CH2:37][NH2:38].CN(C1C(C2C(P(C3CCCCC3)C3CCCCC3)=CC=CC=2)=CC=CC=1)C.C(O[Na])(C)(C)C. (2) Given the product [CH2:19]([O:18][C:14](=[O:17])[CH3:15])[CH3:20].[CH3:5][CH2:6][CH2:1][CH2:2][CH2:3][CH3:4], predict the reactants needed to synthesize it. The reactants are: [C:1]1(C)[CH:6]=[CH:5][C:4](S(N=C=O)(=O)=O)=[CH:3][CH:2]=1.[C:14]([O:18][CH2:19][CH3:20])(=[O:17])[CH:15]=O.C1CCC=CC=1. (3) Given the product [CH3:29][C:22]1([CH3:30])[C:23]2[C:28](=[CH:27][CH:26]=[CH:25][CH:24]=2)[N:19]([C:14]2[CH:15]=[CH:16][CH:17]=[CH:18][C:13]=2[NH:12][C:10]([NH2:9])=[S:11])[CH2:20][CH2:21]1, predict the reactants needed to synthesize it. The reactants are: C([NH:9][C:10]([NH:12][C:13]1[CH:18]=[CH:17][CH:16]=[CH:15][C:14]=1[N:19]1[C:28]2[C:23](=[CH:24][CH:25]=[CH:26][CH:27]=2)[C:22]([CH3:30])([CH3:29])[CH2:21][CH2:20]1)=[S:11])(=O)C1C=CC=CC=1. (4) Given the product [CH2:15]([N:22]1[CH2:27][CH2:26][C:25]([C:2]2[CH:7]=[CH:6][C:5]([O:8][CH3:9])=[CH:4][CH:3]=2)([OH:28])[CH2:24][CH2:23]1)[C:16]1[CH:17]=[CH:18][CH:19]=[CH:20][CH:21]=1, predict the reactants needed to synthesize it. The reactants are: Br[C:2]1[CH:7]=[CH:6][C:5]([O:8][CH3:9])=[CH:4][CH:3]=1.C([Li])CCC.[CH2:15]([N:22]1[CH2:27][CH2:26][C:25](=[O:28])[CH2:24][CH2:23]1)[C:16]1[CH:21]=[CH:20][CH:19]=[CH:18][CH:17]=1.[NH4+].[Cl-].